This data is from Catalyst prediction with 721,799 reactions and 888 catalyst types from USPTO. The task is: Predict which catalyst facilitates the given reaction. (1) Reactant: [CH3:1][S:2](Cl)(=[O:4])=[O:3].[OH:6][CH2:7][CH:8]1[CH2:13][CH2:12][CH2:11][CH2:10][CH:9]1[C:14]([O:16][CH3:17])=[O:15]. Product: [CH3:1][S:2]([O:6][CH2:7][C@@H:8]1[CH2:13][CH2:12][CH2:11][CH2:10][C@H:9]1[C:14]([O:16][CH3:17])=[O:15])(=[O:4])=[O:3]. The catalyst class is: 2. (2) Reactant: [H-].[Na+].[C:3]([O:7][C:8]([N:10]1[CH2:15][CH2:14][O:13][CH2:12][CH:11]1[CH2:16][OH:17])=[O:9])([CH3:6])([CH3:5])[CH3:4].[C:18]1([N:24]2[CH2:29][CH2:28][N:27]([C:30](OC3C=CC([N+]([O-])=O)=CC=3)=[O:31])[CH2:26][CH2:25]2)[CH:23]=[CH:22][CH:21]=[CH:20][CH:19]=1.C([O-])(O)=O.[Na+]. Product: [C:3]([O:7][C:8]([N:10]1[CH2:15][CH2:14][O:13][CH2:12][CH:11]1[CH2:16][O:17][C:30]([N:27]1[CH2:28][CH2:29][N:24]([C:18]2[CH:19]=[CH:20][CH:21]=[CH:22][CH:23]=2)[CH2:25][CH2:26]1)=[O:31])=[O:9])([CH3:6])([CH3:5])[CH3:4]. The catalyst class is: 1. (3) Reactant: [CH3:1][N:2]1[C:6](B2OC(C)(C)C(C)(C)O2)=[CH:5][CH:4]=[N:3]1.Br[C:17]1[CH:18]=[C:19]([CH:21]=[CH:22][CH:23]=1)[NH2:20].[O-]P([O-])([O-])=O.[K+].[K+].[K+].C1(P(C2CCCCC2)C2CCCCC2)CCCCC1. Product: [CH3:1][N:2]1[C:6]([C:17]2[CH:18]=[C:19]([NH2:20])[CH:21]=[CH:22][CH:23]=2)=[CH:5][CH:4]=[N:3]1. The catalyst class is: 62. (4) Reactant: Br[C:2]1[CH:3]=[C:4]([C:8]2[C:9]3[CH:23]=[CH:22][NH:21][C:10]=3[N:11]=[C:12]([C:14]3[CH:19]=[CH:18][CH:17]=[C:16]([CH3:20])[N:15]=3)[N:13]=2)[CH:5]=[N:6][CH:7]=1.[CH3:24][N:25]1[CH2:30][CH2:29][NH:28][CH2:27][CH2:26]1.C1(P(C2CCCCC2)C2C=CC=CC=2C2C=CC=CC=2)CCCCC1.[Li+].C[Si]([N-][Si](C)(C)C)(C)C. Product: [CH3:24][N:25]1[CH2:30][CH2:29][N:28]([C:2]2[CH:3]=[C:4]([C:8]3[C:9]4[CH:23]=[CH:22][NH:21][C:10]=4[N:11]=[C:12]([C:14]4[CH:19]=[CH:18][CH:17]=[C:16]([CH3:20])[N:15]=4)[N:13]=3)[CH:5]=[N:6][CH:7]=2)[CH2:27][CH2:26]1. The catalyst class is: 443. (5) Reactant: C[O-].[Na+].[CH3:4][N:5]1[C:13]2[C:8](=[CH:9][CH:10]=[CH:11][CH:12]=2)[CH:7]=[C:6]1[C:14]([NH2:16])=[NH:15].C[C:18](C)([C:22]([O-])=[O:23])[C:19]([O-])=[O:20]. Product: [CH3:4][N:5]1[C:13]2[C:8](=[CH:9][CH:10]=[CH:11][CH:12]=2)[CH:7]=[C:6]1[C:14]1[NH:16][C:22](=[O:23])[CH2:18][C:19](=[O:20])[N:15]=1. The catalyst class is: 5. (6) Reactant: [Cl:1][C:2]1[CH:3]=[CH:4][C:5]2[S:9][C:8]([SH:10])=[N:7][C:6]=2[CH:11]=1.[C:12](=O)([O-])[O-].[K+].[K+].CI.CCOC(C)=O. Product: [Cl:1][C:2]1[CH:3]=[CH:4][C:5]2[S:9][C:8]([S:10][CH3:12])=[N:7][C:6]=2[CH:11]=1. The catalyst class is: 3.